Dataset: CYP2D6 inhibition data for predicting drug metabolism from PubChem BioAssay. Task: Regression/Classification. Given a drug SMILES string, predict its absorption, distribution, metabolism, or excretion properties. Task type varies by dataset: regression for continuous measurements (e.g., permeability, clearance, half-life) or binary classification for categorical outcomes (e.g., BBB penetration, CYP inhibition). Dataset: cyp2d6_veith. (1) The result is 0 (non-inhibitor). The drug is Cc1ccc(S(=O)(=O)N2CCN(S(C)(=O)=O)C2)cc1. (2) The compound is Cc1nn2c(NCC(C)C)c3c(nc2c1-c1ccccc1)CCC3. The result is 0 (non-inhibitor).